From a dataset of Catalyst prediction with 721,799 reactions and 888 catalyst types from USPTO. Predict which catalyst facilitates the given reaction. (1) Reactant: I[C:2]1[C:6]2[CH:7]=[N:8][CH:9]=[CH:10][C:5]=2[N:4]([CH:11]([CH3:13])[CH3:12])[CH:3]=1.[Li]CCCC.[CH3:19][O:20][C:21]1[C:26]([N:27]([C:35]([O:37][C:38]([CH3:41])([CH3:40])[CH3:39])=[O:36])[C:28]([O:30][C:31]([CH3:34])([CH3:33])[CH3:32])=[O:29])=[CH:25][C:24]([C:42](=[O:47])N(OC)C)=[CH:23][N:22]=1. Product: [CH:11]([N:4]1[C:5]2[CH:10]=[CH:9][N:8]=[CH:7][C:6]=2[C:2]([C:42]([C:24]2[CH:25]=[C:26]([N:27]([C:35]([O:37][C:38]([CH3:41])([CH3:40])[CH3:39])=[O:36])[C:28]([O:30][C:31]([CH3:32])([CH3:33])[CH3:34])=[O:29])[C:21]([O:20][CH3:19])=[N:22][CH:23]=2)=[O:47])=[CH:3]1)([CH3:13])[CH3:12]. The catalyst class is: 28. (2) Reactant: C(N(CC)CC)C.[C:8]1([C@@H:14]([CH3:19])[CH2:15][C:16]([OH:18])=O)[CH:13]=[CH:12][CH:11]=[CH:10][CH:9]=1.C(Cl)(=O)C(C)(C)C.C([Li])CCC.[C:32]1([C@H:38]2[CH2:42][O:41][C:40](=[O:43])[NH:39]2)[CH:37]=[CH:36][CH:35]=[CH:34][CH:33]=1.O1CCNC1=O. Product: [C:32]1([C@H:38]2[CH2:42][O:41][C:40](=[O:43])[N:39]2[C:16](=[O:18])[CH2:15][C@@H:14]([C:8]2[CH:9]=[CH:10][CH:11]=[CH:12][CH:13]=2)[CH3:19])[CH:33]=[CH:34][CH:35]=[CH:36][CH:37]=1. The catalyst class is: 7. (3) Reactant: FC(F)(F)C(O)=O.[F:8][C:9]1[C:14]([F:15])=[CH:13][CH:12]=[CH:11][C:10]=1[C@H:16]1[CH2:22][N:21]2[C:23]([C:26]([OH:29])([CH3:28])[CH3:27])=[CH:24][N:25]=[C:20]2[C@H:19]([NH:30]C(=O)OC(C)(C)C)[CH2:18][CH2:17]1.C(=O)(O)[O-].[Na+]. Product: [NH2:30][C@@H:19]1[CH2:18][CH2:17][C@@H:16]([C:10]2[CH:11]=[CH:12][CH:13]=[C:14]([F:15])[C:9]=2[F:8])[CH2:22][N:21]2[C:23]([C:26]([OH:29])([CH3:27])[CH3:28])=[CH:24][N:25]=[C:20]12. The catalyst class is: 4. (4) Reactant: N[C:2]1[CH:3]=[C:4]([CH:9]=[C:10]([C:12]([N:14]([CH2:18][CH2:19][CH3:20])[CH2:15][CH2:16][CH3:17])=[O:13])[CH:11]=1)[C:5]([O:7][CH3:8])=[O:6].[ClH:21].N([O-])=O.[Na+].[S:26](=[O:28])=[O:27]. Product: [Cl:21][S:26]([C:2]1[CH:3]=[C:4]([CH:9]=[C:10]([C:12]([N:14]([CH2:18][CH2:19][CH3:20])[CH2:15][CH2:16][CH3:17])=[O:13])[CH:11]=1)[C:5]([O:7][CH3:8])=[O:6])(=[O:28])=[O:27]. The catalyst class is: 86.